This data is from Reaction yield outcomes from USPTO patents with 853,638 reactions. The task is: Predict the reaction yield, written as a fraction of the theoretical maximum amount of product (1.0 means a 100% yield; for example, 0.34 means a 34% yield). (1) The reactants are [CH3:1][O:2][C:3]1[CH:4]=[C:5]2[C:8](=[CH:9][C:10]=1[O:11][CH3:12])[C@@H:7]([CH2:13][NH:14][CH2:15][CH2:16][CH2:17][N:18]1[C:24](=[O:25])[CH2:23][C:22]3[CH:26]=[C:27]([O:32][CH3:33])[C:28]([O:30][CH3:31])=[CH:29][C:21]=3[CH2:20][CH2:19]1)[CH2:6]2.[ClH:34]. The catalyst is C(#N)C.C(OCC)C. The product is [ClH:34].[CH3:1][O:2][C:3]1[CH:4]=[C:5]2[C:8](=[CH:9][C:10]=1[O:11][CH3:12])[C@@H:7]([CH2:13][NH:14][CH2:15][CH2:16][CH2:17][N:18]1[C:24](=[O:25])[CH2:23][C:22]3[CH:26]=[C:27]([O:32][CH3:33])[C:28]([O:30][CH3:31])=[CH:29][C:21]=3[CH2:20][CH2:19]1)[CH2:6]2. The yield is 0.710. (2) The reactants are [CH2:1]([N:3]1[C:9]2[CH:10]=[C:11]([NH2:14])[CH:12]=[CH:13][C:8]=2[O:7][CH2:6][CH2:5][CH2:4]1)[CH3:2].C12(CS(O)(=O)=O)C(C)(C)C(CC1)CC2=O.[CH3:30][NH:31][C:32]([C:34]1[S:35][CH:36]=[CH:37][C:38]=1[NH:39][C:40]1[C:45]([Cl:46])=[CH:44][N:43]=[C:42](Cl)[N:41]=1)=[O:33].C(=O)(O)[O-].[Na+]. The catalyst is C(O)(C)C.O. The product is [CH3:30][NH:31][C:32]([C:34]1[S:35][CH:36]=[CH:37][C:38]=1[NH:39][C:40]1[C:45]([Cl:46])=[CH:44][N:43]=[C:42]([NH:14][C:11]2[CH:12]=[CH:13][C:8]3[O:7][CH2:6][CH2:5][CH2:4][N:3]([CH2:1][CH3:2])[C:9]=3[CH:10]=2)[N:41]=1)=[O:33]. The yield is 0.490. (3) The reactants are [CH2:1]([O:8][C@@H:9]1[C@@:15]([CH2:25][O:26][S:27]([CH3:30])(=[O:29])=[O:28])([CH2:16][O:17][CH2:18][C:19]2[CH:24]=[CH:23][CH:22]=[CH:21][CH:20]=2)[O:14][C@H:11]([O:12][CH3:13])[C@@H:10]1[OH:31])[C:2]1[CH:7]=[CH:6][CH:5]=[CH:4][CH:3]=1.[C:32](OC(=O)C)(=[O:34])[CH3:33]. The catalyst is N1C=CC=CC=1. The product is [C:32]([O:31][C@@H:10]1[C@H:9]([O:8][CH2:1][C:2]2[CH:3]=[CH:4][CH:5]=[CH:6][CH:7]=2)[C@@:15]([CH2:25][O:26][S:27]([CH3:30])(=[O:29])=[O:28])([CH2:16][O:17][CH2:18][C:19]2[CH:20]=[CH:21][CH:22]=[CH:23][CH:24]=2)[O:14][CH:11]1[O:12][CH3:13])(=[O:34])[CH3:33]. The yield is 1.00. (4) The yield is 0.185. The reactants are [NH:1]1[C:9]2[C:4](=[CH:5][CH:6]=[C:7]([C:10]([N:12]3[CH2:17][CH2:16][O:15][CH2:14][CH2:13]3)=[O:11])[CH:8]=2)[CH:3]=[CH:2]1.[F:18][C:19]1[CH:24]=[CH:23][CH:22]=[CH:21][C:20]=1/[CH:25]=[CH:26]/[N+:27]([O-:29])=[O:28]. The product is [F:18][C:19]1[CH:24]=[CH:23][CH:22]=[CH:21][C:20]=1[CH:25]([C:3]1[C:4]2[C:9](=[CH:8][C:7]([C:10]([N:12]3[CH2:17][CH2:16][O:15][CH2:14][CH2:13]3)=[O:11])=[CH:6][CH:5]=2)[NH:1][CH:2]=1)[CH2:26][N+:27]([O-:29])=[O:28]. The catalyst is C1(C)C=CC=CC=1. (5) The reactants are [Si:1]([O:18][C:19]1[CH:26]=[CH:25][C:22]([CH:23]=O)=[CH:21][CH:20]=1)([C:14]([CH3:17])([CH3:16])[CH3:15])([C:8]1[CH:13]=[CH:12][CH:11]=[CH:10][CH:9]=1)[C:2]1[CH:7]=[CH:6][CH:5]=[CH:4][CH:3]=1.[CH2:27]([SH:31])[CH2:28][CH2:29][SH:30].C(=O)(O)[O-].[Na+]. The catalyst is ClCCl. The product is [C:14]([Si:1]([O:18][C:19]1[CH:26]=[CH:25][C:22]([CH:23]2[S:31][CH2:27][CH2:28][CH2:29][S:30]2)=[CH:21][CH:20]=1)([C:8]1[CH:13]=[CH:12][CH:11]=[CH:10][CH:9]=1)[C:2]1[CH:3]=[CH:4][CH:5]=[CH:6][CH:7]=1)([CH3:17])([CH3:15])[CH3:16]. The yield is 0.740. (6) The reactants are [Cl:1][C:2]1[CH:7]=[C:6]([NH:8][CH:9]2[CH2:14][CH2:13][N:12]([C:15]([O:17][C:18]([CH3:21])([CH3:20])[CH3:19])=[O:16])[CH2:11][CH2:10]2)[N:5]2[N:22]=[CH:23][CH:24]=[C:4]2[N:3]=1.O=P(Cl)(Cl)Cl.CN([CH:33]=[O:34])C. No catalyst specified. The product is [Cl:1][C:2]1[CH:7]=[C:6]([NH:8][CH:9]2[CH2:10][CH2:11][N:12]([C:15]([O:17][C:18]([CH3:21])([CH3:19])[CH3:20])=[O:16])[CH2:13][CH2:14]2)[N:5]2[N:22]=[CH:23][C:24]([CH:33]=[O:34])=[C:4]2[N:3]=1. The yield is 0.480. (7) The reactants are [OH:1][C@@H:2]1[C@H:6]([OH:7])[C@@H:5]([CH2:8][OH:9])[O:4][C@H:3]1[N:10]1[CH:19]=[CH:18][C:17]2[C:12](=[CH:13][CH:14]=[CH:15][CH:16]=2)[C:11]1=[O:20].COC1C=CC(P2(SP(C3C=CC(OC)=CC=3)(=S)S2)=S)=CC=1. The catalyst is ClC1C=CC=CC=1.ClCCl. The product is [OH:1][C@@H:2]1[C@H:6]([OH:7])[C@@H:5]([CH2:8][OH:9])[O:4][C@H:3]1[N:10]1[CH2:19][CH2:18][C:17]2[C:12](=[CH:13][CH:14]=[CH:15][CH:16]=2)[C:11]1=[O:20]. The yield is 0.570.